From a dataset of Forward reaction prediction with 1.9M reactions from USPTO patents (1976-2016). Predict the product of the given reaction. (1) Given the reactants [NH2:1][C:2]1[CH:3]=[C:4]([NH:9][C:10]([C:12]2[CH:13]=[CH:14][C:15]3[CH:16]=[C:17]4[C:24](=[O:25])[NH:23][CH2:22][C:21]5([CH2:28][CH2:27][CH2:26]5)[N:18]4[C:19]=3[CH:20]=2)=[O:11])[CH:5]=[CH:6][C:7]=1[F:8].[C:29](Cl)(=[O:32])[CH:30]=[CH2:31], predict the reaction product. The product is: [C:29]([NH:1][C:2]1[CH:3]=[C:4]([NH:9][C:10]([C:12]2[CH:13]=[CH:14][C:15]3[CH:16]=[C:17]4[C:24](=[O:25])[NH:23][CH2:22][C:21]5([CH2:26][CH2:27][CH2:28]5)[N:18]4[C:19]=3[CH:20]=2)=[O:11])[CH:5]=[CH:6][C:7]=1[F:8])(=[O:32])[CH:30]=[CH2:31]. (2) Given the reactants [CH2:1]([C:9]1[CH:19]=[CH:18][C:12]([O:13][CH2:14][CH:15]2[CH2:17][O:16]2)=[CH:11][CH:10]=1)[CH2:2][CH2:3][CH2:4][CH2:5][CH2:6][CH2:7][CH3:8].[Br-:20].[Li+], predict the reaction product. The product is: [Br:20][CH2:17][CH:15]([OH:16])[CH2:14][O:13][C:12]1[CH:18]=[CH:19][C:9]([CH2:1][CH2:2][CH2:3][CH2:4][CH2:5][CH2:6][CH2:7][CH3:8])=[CH:10][CH:11]=1. (3) Given the reactants [C:1]([O:5][C:6]([NH:8][C@@H:9]([CH3:13])[CH2:10][CH2:11][OH:12])=[O:7])([CH3:4])([CH3:3])[CH3:2].C(N(CC)CC)C.[CH3:21][S:22](Cl)(=[O:24])=[O:23], predict the reaction product. The product is: [S:22]([O:12][CH2:11][CH2:10][C@@H:9]([NH:8][C:6]([O:5][C:1]([CH3:4])([CH3:3])[CH3:2])=[O:7])[CH3:13])(=[O:24])(=[O:23])[CH3:21]. (4) Given the reactants [CH3:1][O:2][C:3](=[O:35])[CH2:4][C@H:5]1[C:9]2[CH:10]=[CH:11][C:12]([O:14][C@H:15]3[C:23]4[C:18](=[C:19]([O:25][C:26]5[CH:31]=[CH:30][C:29](Br)=[CH:28][C:27]=5[C:33]#[N:34])[CH:20]=[CH:21][C:22]=4[F:24])[CH2:17][CH2:16]3)=[CH:13][C:8]=2[O:7][CH2:6]1.[CH3:36][N:37]1[C:41](B2OC(C)(C)C(C)(C)O2)=[CH:40][CH:39]=[N:38]1.[O-]P([O-])([O-])=O.[K+].[K+].[K+].C1(C)C=CC=CC=1, predict the reaction product. The product is: [CH3:1][O:2][C:3](=[O:35])[CH2:4][C@H:5]1[C:9]2[CH:10]=[CH:11][C:12]([O:14][C@H:15]3[C:23]4[C:18](=[C:19]([O:25][C:26]5[CH:31]=[CH:30][C:29]([C:41]6[N:37]([CH3:36])[N:38]=[CH:39][CH:40]=6)=[CH:28][C:27]=5[C:33]#[N:34])[CH:20]=[CH:21][C:22]=4[F:24])[CH2:17][CH2:16]3)=[CH:13][C:8]=2[O:7][CH2:6]1. (5) Given the reactants [H-].[Na+].[CH3:3][CH:4]([CH3:8])[CH:5]([OH:7])[CH3:6].Cl[C:10]1[C:15]([Cl:16])=[C:14](Cl)[N:13]=[CH:12][N:11]=1.[CH2:18]([OH:22])[C:19]#[C:20][CH3:21].[Cl-].[NH4+], predict the reaction product. The product is: [CH2:18]([O:22][C:10]1[C:15]([Cl:16])=[C:14]([O:7][CH:5]([CH3:6])[CH:4]([CH3:8])[CH3:3])[N:13]=[CH:12][N:11]=1)[C:19]#[C:20][CH3:21]. (6) Given the reactants [NH2:1][CH2:2][CH2:3][C:4]1[CH:29]=[CH:28][C:7]([NH:8][CH:9]2[CH2:14][CH2:13][N:12]([S:15]([C:18]3[CH:23]=[CH:22][C:21]([NH:24][C:25](=[O:27])[CH3:26])=[CH:20][CH:19]=3)(=[O:17])=[O:16])[CH2:11][CH2:10]2)=[CH:6][CH:5]=1.C([Si]([O:47][C:48]1[CH:53]=[CH:52][C:51]([O:54][CH2:55][CH:56]2[CH2:58][O:57]2)=[CH:50][CH:49]=1)(C1C=CC=CC=1)C1C=CC=CC=1)(C)(C)C, predict the reaction product. The product is: [OH:57][C@H:56]([CH2:55][O:54][C:51]1[CH:52]=[CH:53][C:48]([OH:47])=[CH:49][CH:50]=1)[CH2:58][NH:1][CH2:2][CH2:3][C:4]1[CH:5]=[CH:6][C:7]([NH:8][CH:9]2[CH2:10][CH2:11][N:12]([S:15]([C:18]3[CH:23]=[CH:22][C:21]([NH:24][C:25](=[O:27])[CH3:26])=[CH:20][CH:19]=3)(=[O:16])=[O:17])[CH2:13][CH2:14]2)=[CH:28][CH:29]=1. (7) Given the reactants N12CCCN=C1CCCCC2.[Cl:12][C:13]1[CH:14]=[C:15]([NH:20][C:21]2[C:30]3[C:25](=[CH:26][C:27]([O:37][CH2:38][CH2:39]Br)=[C:28]([O:31][CH:32]4[CH2:36][CH2:35][CH2:34][CH2:33]4)[CH:29]=3)[N:24]=[CH:23][N:22]=2)[CH:16]=[CH:17][C:18]=1[F:19].[C:41]([O:45][C:46]([N:48]1[CH2:53][CH2:52][NH:51][CH2:50][CH2:49]1)=[O:47])([CH3:44])([CH3:43])[CH3:42], predict the reaction product. The product is: [Cl:12][C:13]1[CH:14]=[C:15]([NH:20][C:21]2[C:30]3[C:25](=[CH:26][C:27]([O:37][CH2:38][CH2:39][N:51]4[CH2:50][CH2:49][N:48]([C:46]([O:45][C:41]([CH3:44])([CH3:43])[CH3:42])=[O:47])[CH2:53][CH2:52]4)=[C:28]([O:31][CH:32]4[CH2:36][CH2:35][CH2:34][CH2:33]4)[CH:29]=3)[N:24]=[CH:23][N:22]=2)[CH:16]=[CH:17][C:18]=1[F:19].